From a dataset of Catalyst prediction with 721,799 reactions and 888 catalyst types from USPTO. Predict which catalyst facilitates the given reaction. (1) Reactant: [N:1]1[CH:6]=[CH:5][CH:4]=[C:3]([NH:7][C:8](=[O:15])OCC(Cl)(Cl)Cl)[N:2]=1.[C:16]1([C:28]2[CH:33]=[CH:32][CH:31]=[CH:30][CH:29]=2)[CH:21]=[CH:20][CH:19]=[C:18]([N:22]2[CH2:27][CH2:26][NH:25][CH2:24][CH2:23]2)[CH:17]=1.C(N(C(C)C)CC)(C)C.O. Product: [C:16]1([C:28]2[CH:29]=[CH:30][CH:31]=[CH:32][CH:33]=2)[CH:21]=[CH:20][CH:19]=[C:18]([N:22]2[CH2:23][CH2:24][N:25]([C:8]([NH:7][C:3]3[N:2]=[N:1][CH:6]=[CH:5][CH:4]=3)=[O:15])[CH2:26][CH2:27]2)[CH:17]=1. The catalyst class is: 16. (2) Reactant: [S:1]1[CH:5]=[CH:4][C:3]2[C:6](=[O:11])[CH2:7][CH2:8][CH2:9][CH2:10][C:2]1=2.[Br:12]Br. Product: [Br:12][C:5]1[S:1][C:2]2[CH2:10][CH2:9][CH2:8][CH2:7][C:6](=[O:11])[C:3]=2[CH:4]=1. The catalyst class is: 15. (3) Reactant: [C:1](=[N:14][NH2:15])([C:8]1[CH:13]=[CH:12][CH:11]=[CH:10][CH:9]=1)[C:2]1[CH:7]=[CH:6][CH:5]=[CH:4][CH:3]=1.Cl[C:17]([O:19][CH2:20][C:21]1C=CC([N+:27]([O-])=O)=CC=1)=[O:18].CC[O:32][C:33](C)=[O:34].CC[N:38]([CH:42](C)C)C(C)C. Product: [CH2:20]([O:19][C:17](=[O:18])[CH2:42][NH:38][C:1](=[O:32])[NH:14][NH2:15])[CH3:21].[C:1](=[N:14][NH:15][C:33]([NH2:27])=[O:34])([C:8]1[CH:9]=[CH:10][CH:11]=[CH:12][CH:13]=1)[C:2]1[CH:7]=[CH:6][CH:5]=[CH:4][CH:3]=1. The catalyst class is: 2.